Task: Regression. Given a peptide amino acid sequence and an MHC pseudo amino acid sequence, predict their binding affinity value. This is MHC class II binding data.. Dataset: Peptide-MHC class II binding affinity with 134,281 pairs from IEDB (1) The peptide sequence is SQPATGAATVAAGAA. The MHC is HLA-DQA10101-DQB10501 with pseudo-sequence HLA-DQA10101-DQB10501. The binding affinity (normalized) is 0. (2) The peptide sequence is SCSFKVGHHTNFESF. The MHC is DRB1_0101 with pseudo-sequence DRB1_0101. The binding affinity (normalized) is 0.506.